Dataset: Human Reference Interactome with 51,813 positive PPI pairs across 8,248 proteins, plus equal number of experimentally-validated negative pairs. Task: Binary Classification. Given two protein amino acid sequences, predict whether they physically interact or not. (1) Protein 1 (ENSG00000008018) has sequence MLSSTAMYSAPGRDLGMEPHRAAGPLQLRFSPYVFNGGTILAIAGEDFAIVASDTRLSEGFSIHTRDSPKCYKLTDKTVIGCSGFHGDCLTLTKIIEARLKMYKHSNNKAMTTGAIAAMLSTILYSRRFFPYYVYNIIGGLDEEGKGAVYSFDPVGSYQRDSFKAGGSASAMLQPLLDNQVGFKNMQNVEHVPLSLDRAMRLVKDVFISAAERDVYTGDALRICIVTKEGIREETVSLRKD*. Protein 2 (ENSG00000029153) has sequence MAAEEEAAAGGKVLREENQCIAPVVSSRVSPGTRPTAMGSFSSHMTEFPRKRKGSDSDPSQEAHSQTEKRRRDKMNNLIEELSAMIPQCNPMARKLDKLTVLRMAVQHLRSLKGLTNSYVGSNYRPSFLQDNELRHLILKTAEGFLFVVGCERGKILFVSKSVSKILNYDQASLTGQSLFDFLHPKDVAKVKEQLSSFDISPREKLIDAKTGLQVHSNLHAGRTRVYSGSRRSFFCRIKSCKISVKEEHGCLPNSKKKEHRKFYTIHCTGYLRSWPPNIVGMEEERNSKKDNSNFTCLVA.... Result: 0 (the proteins do not interact). (2) Protein 1 (ENSG00000172551) has sequence MKFLAVLVLLGVSIFLVSAQNPTTAAPADTYPATGPADDEAPDAETTAAATTATTAAPTTATTAASTTARKDIPVLPKWVGDLPNGRVCP*MGGDHGYQLAVTKAENPTTAAPADTYPATGPADDEAPDAETTAAATTATTAAPTTATTAASTTARKDIPVLPKWVGDLPNGRVCP*MKFLAVLVLLGVSIFLVSAQNPTTAAPADTYPATGPADDEAPDAETTPTTATTAASTTARKDIPVLPKWVGDLPNGRVCP*. Protein 2 (ENSG00000073734) has sequence DIRSLNIQWLRDQIGIVEQEPVLFSTTIAENIRYGREDATMEDIVQAAKEANAYNFIMDLPQGYFFQWKSEQ*XNIRTVAGIGKERRFIEALETELEKPFKTAIQKANIYGFCFAFAQCIMFIANSASYRYGGYLISNEGLHFSYVFRDGVSPC*MSDSVILRSIKKFGEENDGFESDKSYNNDKKSRLQDEKKGDGVRVGFFQLFRFSSSTDIWLMFVGSLCAFLHGIAQPGVLLIFGTMTDVFIDYDVELQELQIPGKACVNNTIVWTNSSLNQNMTNGTRCGLLNIESEMIKFASYY.... Result: 0 (the proteins do not interact). (3) Protein 1 (ENSG00000080802) has sequence MSRSPDAKEDPVECPLCMEPLEIDDINFFPCTCGYQICRFCWHRIRTDENGLCPACRKPYPEDPAVYKPLSQEELQRIKNEKKQKQNERKQKISENRKHLASVRVVQKNLVFVVGLSQRLADPEVLKRPEYFGKFGKIHKVVINNSTSYAGSQGPSASAYVTYIRSEDALRAIQCVNNVVVDGRTLKASLGTTKYCSYFLKNMQCPKPDCMYLHELGDEAASFTKEEMQAGKHQEYEQKLLQELYKLNPNFLQLSTGSVDKNKNKVTPLQRYDTPIDKPSDSLSIGNGDNSQQISNSDTP.... Protein 2 (ENSG00000118600) has sequence MRLTRKRLCSFLIALYCLFSLYAAYHVFFGRRRQAPAGSPRGLRKGAAPARERRGREQSTLESEEWNPWEGDEKNEQQHRFKTSLQILDKSTKGKTDLSVQIWGKAAIGLYLWEHIFEGLLDPSDVTAQWREGKSIVGRTQYSFITGPAVIPGYFSVDVNNVVLILNGREKAKIFYATQWLLYAQNLVQIQKLQHLAVVLLGNEHCDNEWINPFLKRNGGFVELLFIIYDSPWINDVDVFQWPLGVATYRNFPVVEASWSMLHDERPYLCNFLGTIYENSSRQALMNILKKDGNDKLCWV.... Result: 0 (the proteins do not interact). (4) Protein 1 (ENSG00000111859) has sequence MKYKNLMARALYDNVPECAEELAFRKGDILTVIEQNTGGLEGWWLCSLHGRQGIVPGNRVKLLIGPMQETASSHEQPASGLMQQTFGQQKLYQVPNPQAAPRDTIYQVPPSYQNQGIYQVPTGHGTQEQEVYQVPPSVQRSIGGTSGPHVGKKVITPVRTGHGYVYEYPSRYQKDVYDIPPSHTTQGVYDIPPSSAKGPVFSVPVGEIKPQGVYDIPPTKGVYAIPPSACRDEAGLREKDYDFPPPMRQAGRPDLRPEGVYDIPPTCTKPAGKDLHVKYNCDIPGAAEPVARRHQSLSPN.... Protein 2 (ENSG00000121570) has sequence MLRGSASSTSMEKAKGKEWTSTEKSREEDQQASNQPNSIALPGTSAKRTKEKMSIKGSKVLCPKKKAEHTDNPRPQKKIPIPPLPSKLPPVNLIHRDILRAWCQQLKLSSKGQKLDAYKRLCAFAYPNQKDFPSTAKEAKIRKSLQKKLKVEKGETSLQSSETHPPEVALPPVGEPPALENSTALLEGVNTVVVTTSAPEALLASWARISARARTPEAVESPQEASGVRWCVVHGKSLPADTDGWVHLQFHAGQAWVPEKQEGRVSALFLLPASNFPPPHLEDNMLCPKCVHRNKVLIKS.... Result: 1 (the proteins interact). (5) Protein 1 (ENSG00000109255) has sequence MLRTESCRPRSPAGQVAAASPLLLLLLLLAWCAGACRGAPILPQGLQPEQQLQLWNEIDDTCSSFLSIDSQPQASNALEELCFMIMGMLPKPQEQDEKDNTKRFLFHYSKTQKLGKSNVVSSVVHPLLQLVPHLHERRMKRFRVDEEFQSPFASQSRGYFLFRPRNGRRSAGFI*MLRTESCRPRSPAGQVAAASPLLLLLLLLAWCAGACRGAPILPQGLQPEQQLQLWNEIDDTCSSFLSIDSQPQASNALEELCFMIMGMLPKPQEQDEKDNTKRFLFHYSKTQKLGKSNVVEEFQS.... Protein 2 (ENSG00000171643) has sequence MPTQLEMAMDTMIRIFHRYSGKERKRFKLSKGELKLLLQRELTEFLSCQKETQLVDKIVQDLDANKDNEVDFNEFVVMVAALTVACNDYFVEQLKKKGK*. Result: 0 (the proteins do not interact). (6) Protein 1 (ENSG00000181904) has sequence MMHPVASSNPAFCGPGKPSCLNEDAMRAADQFDIYSSQQSKYSHTVNHKPMVCQRQDPLNETHLQTTSGRSIEIKDELKKKKNLNRSGKRGRPSGTTKSAGYRTSTGRPLGTTKAAGFKTSPGRPLGTTKAAGYKVSPGRPPGSIKALSRLADLGYGCGTAAFPYPMMHGRAVHGVEETSSEVKPPNE*XPSCLNEDAMRAADQFDIYSSQQSKYSHTVNHKPMVCQRQDPLNETHLQTTSGRSIEIKDELKKKKNLNRSGKKQQAFRCSSDA*MMHPVASSNPAFCGPGKPSCLNEDAM.... Protein 2 (ENSG00000172845) has sequence MTAPEKPVKQEEMAALDVDSGGGGGGGGGHGEYLQQQQQHGNGAVAAAAAAQDTQPSPLALLAATCSKIGPPSPGDDEEEAAAAAGAPAAAGATGDLASAQLGGAPNRWEVLSATPTTIKDEAGNLVQIPSAATSSGQYVLPLQNLQNQQIFSVAPGSDSSNGTVSSVQYQVIPQIQSADGQQVQIGFTGSSDNGGINQESSQIQIIPGSNQTLLASGTPSANIQNLIPQTGQVQVQGVAIGGSSFPGQTQVVANVPLGLPGNITFVPINSVDLDSLGLSGSSQTMTAGINADGHLINTG.... Result: 0 (the proteins do not interact). (7) Protein 1 (ENSG00000142684) has sequence MGRSRRTGAHRAHSLARQMKAKRRRPDLDEIHRELRPQGSARPQPDPNAEFDPDLPGGGLHRCLACARYFIDSTNLKTHFRSKDHKKRYEGVRRGLMDGCSADRALTWSAPNSCFSFSQAEAAERRALQSGRGGEGSGYGILCAPQAAGSAHGSVH*MGRSRRTGAHRAHSLARQMKAKRRRPDLDEIHRELRPQGSARPQPDPNAEFDPDLPGGGLHRCLACARYFIDSTNLKTHFRSKDHKKRLKQLSVEPYSQEEAERAAGMGSYVPPRRLAVPTEVSTEVPEMDTST*. Protein 2 (ENSG00000137871) has sequence MGDNPFQPKSNSKMAELFMECEEEELEPWQKKVKEVEDDDDDEPIFVGEISSSKPAISNILNRVNPSSYSRGLKNGALSRGITAAFKPTSQHYTNPTSNPVPASPINFHPESRSSDSSVIVQPFSKPGYITNSSRVVSNKSSELLFDLTQDTGLSHYQGGPTLSMAGMSESSFLSKRPSTSEVNNVNPKKPKPSESVSGANSSAVLPSVKSPSVTSSQAMLAKGTNTSSNQSKNGTPFPRACPKCNIHFNLLDPLKNHMKYCCPDMINNFLGLAKTEFSSTVNKNTTIDSEKGKLIMLVN.... Result: 0 (the proteins do not interact).